Dataset: Reaction yield outcomes from USPTO patents with 853,638 reactions. Task: Predict the reaction yield, written as a fraction of the theoretical maximum amount of product (1.0 means a 100% yield; for example, 0.34 means a 34% yield). The reactants are Br[CH2:2][C:3]([C:5]1[C:10]([F:11])=[CH:9][CH:8]=[CH:7][N:6]=1)=O.[NH2:12][C:13]([NH2:15])=[S:14]. The product is [F:11][C:10]1[C:5]([C:3]2[N:12]=[C:13]([NH2:15])[S:14][CH:2]=2)=[N:6][CH:7]=[CH:8][CH:9]=1. The yield is 0.745. The catalyst is C(O)C.C(Cl)Cl.